Dataset: Catalyst prediction with 721,799 reactions and 888 catalyst types from USPTO. Task: Predict which catalyst facilitates the given reaction. (1) Reactant: Cl.[CH2:2]([O:9][C:10]1[CH:15]=[CH:14][N:13]([C:16]2[CH:24]=[C:23]3[C:19]([C:20]4[CH2:29][CH2:28][N:27](CCO)[CH2:26][C:21]=4[N:22]3[CH3:25])=[CH:18][CH:17]=2)[C:12](=[O:33])[CH:11]=1)[C:3]1[CH:8]=[CH:7][CH:6]=[CH:5][CH:4]=1.C([O-])(O)=O.[Na+].[Cl:39][CH2:40][C:41](Cl)=[O:42]. Product: [CH2:2]([O:9][C:10]1[CH:15]=[CH:14][N:13]([C:16]2[CH:24]=[C:23]3[C:19]([C:20]4[CH2:29][CH2:28][N:27]([C:41](=[O:42])[CH2:40][Cl:39])[CH2:26][C:21]=4[N:22]3[CH3:25])=[CH:18][CH:17]=2)[C:12](=[O:33])[CH:11]=1)[C:3]1[CH:8]=[CH:7][CH:6]=[CH:5][CH:4]=1. The catalyst class is: 2. (2) Reactant: C([C:3]([N:13]1[CH2:18][CH2:17][N:16]([CH3:19])[CH2:15][CH2:14]1)([C:7]1[CH:12]=[CH:11][CH:10]=[CH:9][N:8]=1)[C:4]([O-:6])=[O:5])C.[OH-].[K+:21]. Product: [CH3:19][N:16]1[CH2:15][CH2:14][N:13]([CH:3]([C:7]2[CH:12]=[CH:11][CH:10]=[CH:9][N:8]=2)[C:4]([O-:6])=[O:5])[CH2:18][CH2:17]1.[K+:21]. The catalyst class is: 24.